From a dataset of Catalyst prediction with 721,799 reactions and 888 catalyst types from USPTO. Predict which catalyst facilitates the given reaction. (1) Reactant: C(OC([N:8]1[CH2:13][CH2:12][N:11]([C:14]2[N:19]=[C:18]([C:20]3[CH:25]=[CH:24][N:23]=[C:22]([NH:26][C:27]4[CH:32]=[CH:31][CH:30]=[C:29]([C:33](OC)=O)[C:28]=4[CH3:37])[CH:21]=3)[CH:17]=[CH:16][CH:15]=2)[CH2:10][CH2:9]1)=O)(C)(C)C.[OH-:38].[K+].O. Product: [CH:18]([NH:19][C:33](=[O:38])[C:29]1[CH:30]=[CH:31][CH:32]=[C:27]([NH:26][C:22]2[CH:21]=[C:20]([C:18]3[CH:17]=[CH:16][CH:15]=[C:14]([N:11]4[CH2:10][CH2:9][NH:8][CH2:13][CH2:12]4)[N:19]=3)[CH:25]=[CH:24][N:23]=2)[C:28]=1[CH3:37])([CH3:20])[CH3:17]. The catalyst class is: 1. (2) Reactant: N1([C:6](N2C=CN=C2)=[O:7])C=CN=C1.[CH3:13][CH2:14][CH:15]([OH:18])[CH2:16][CH3:17].[CH3:19][S:20]([C:23]1[CH:28]=[CH:27][C:26]([N:29]2[C:33]3=[N:34][CH:35]=[N:36][C:37]([O:38][CH:39]4[CH2:44][CH2:43][NH:42][CH2:41][CH2:40]4)=[C:32]3[CH:31]=[N:30]2)=[CH:25][CH:24]=1)(=[O:22])=[O:21].C(N(CC)CC)C. Product: [CH2:14]([CH:15]([O:18][C:6]([N:42]1[CH2:43][CH2:44][CH:39]([O:38][C:37]2[N:36]=[CH:35][N:34]=[C:33]3[N:29]([C:26]4[CH:27]=[CH:28][C:23]([S:20]([CH3:19])(=[O:21])=[O:22])=[CH:24][CH:25]=4)[N:30]=[CH:31][C:32]=23)[CH2:40][CH2:41]1)=[O:7])[CH2:16][CH3:17])[CH3:13]. The catalyst class is: 16. (3) Reactant: [CH3:1][O:2][C:3](=[O:32])[CH2:4][C:5]1[CH:6]=[C:7]([CH:29]=[CH:30][CH:31]=1)[O:8][CH2:9][CH2:10][N:11]1[CH2:16][C:15]2([CH2:21][CH2:20][N:19](C(OC(C)(C)C)=O)[CH2:18][CH2:17]2)[O:14][CH2:13][CH2:12]1.Cl.O1CCOCC1. Product: [O:14]1[C:15]2([CH2:17][CH2:18][NH:19][CH2:20][CH2:21]2)[CH2:16][N:11]([CH2:10][CH2:9][O:8][C:7]2[CH:6]=[C:5]([CH2:4][C:3]([O:2][CH3:1])=[O:32])[CH:31]=[CH:30][CH:29]=2)[CH2:12][CH2:13]1. The catalyst class is: 5. (4) Reactant: [OH:1][C:2]1[CH:7]=[CH:6][C:5]([C:8]2[CH2:13][CH2:12][N:11](C(OCC3C=CC=CC=3)=O)[CH2:10][CH:9]=2)=[CH:4][CH:3]=1. Product: [NH:11]1[CH2:12][CH2:13][CH:8]([C:5]2[CH:4]=[CH:3][C:2]([OH:1])=[CH:7][CH:6]=2)[CH2:9][CH2:10]1. The catalyst class is: 43. (5) Reactant: O[CH2:2][CH2:3][O:4][C:5]1[CH:6]=[CH:7][C:8]([C:21]2[NH:30][C:29](=[O:31])[C:28]3[C:23](=[CH:24][C:25]([O:32][CH3:33])=[CH:26][CH:27]=3)[N:22]=2)=[N:9][C:10]=1[C:11]1[CH:16]=[CH:15][C:14]([S:17]([CH3:20])(=[O:19])=[O:18])=[CH:13][CH:12]=1.P(Br)(Br)[Br:35]. Product: [Br:35][CH2:2][CH2:3][O:4][C:5]1[CH:6]=[CH:7][C:8]([C:21]2[NH:30][C:29](=[O:31])[C:28]3[C:23](=[CH:24][C:25]([O:32][CH3:33])=[CH:26][CH:27]=3)[N:22]=2)=[N:9][C:10]=1[C:11]1[CH:16]=[CH:15][C:14]([S:17]([CH3:20])(=[O:19])=[O:18])=[CH:13][CH:12]=1. The catalyst class is: 3. (6) Reactant: [OH-].[Li+].[NH2:3][C:4]1[C:9]([F:10])=[C:8]([CH2:11][CH3:12])[N:7]=[C:6]([C:13]([O:15]C)=[O:14])[C:5]=1[Cl:17]. Product: [NH2:3][C:4]1[C:9]([F:10])=[C:8]([CH2:11][CH3:12])[N:7]=[C:6]([C:13]([OH:15])=[O:14])[C:5]=1[Cl:17]. The catalyst class is: 132. (7) Reactant: [F:1][C:2]1[CH:3]=[C:4]([C:10]2([C:13]([O:15][CH3:16])=[O:14])[CH2:12][CH2:11]2)[CH:5]=[C:6]([F:9])[C:7]=1[OH:8].[F:17][C:18]([F:37])([F:36])[S:19](N(C1C=CC=CC=1)[S:19]([C:18]([F:37])([F:36])[F:17])(=[O:21])=[O:20])(=[O:21])=[O:20].C(=O)([O-])[O-].[K+].[K+]. Product: [F:1][C:2]1[CH:3]=[C:4]([C:10]2([C:13]([O:15][CH3:16])=[O:14])[CH2:11][CH2:12]2)[CH:5]=[C:6]([F:9])[C:7]=1[O:8][S:19]([C:18]([F:37])([F:36])[F:17])(=[O:21])=[O:20]. The catalyst class is: 1. (8) Reactant: [C:1]([C:5]1[O:9][N:8]=[C:7]([C:10]2[CH:15]=[C:14](Cl)[C:13]([CH:17]3[CH2:19][CH2:18]3)=[CH:12][N:11]=2)[N:6]=1)([CH3:4])([CH3:3])[CH3:2].[CH3:20][S:21]([C:24]1[CH:29]=[CH:28][C:27]([OH:30])=[CH:26][CH:25]=1)(=[O:23])=[O:22]. Product: [C:1]([C:5]1[O:9][N:8]=[C:7]([C:10]2[CH:15]=[C:14]([O:30][C:27]3[CH:26]=[CH:25][C:24]([S:21]([CH3:20])(=[O:23])=[O:22])=[CH:29][CH:28]=3)[C:13]([CH:17]3[CH2:19][CH2:18]3)=[CH:12][N:11]=2)[N:6]=1)([CH3:4])([CH3:3])[CH3:2]. The catalyst class is: 37. (9) Reactant: [CH3:1][N:2]1[C:6]2=[N:7][CH:8]=[CH:9][CH:10]=[C:5]2[N:4]=[C:3]1S(C)(=O)=O.[CH2:15]([N:17]1[C:25]2[C:20](=[N:21][CH:22]=[CH:23][C:24]=2[C:26]([F:29])([F:28])[F:27])[N:19]([C:30]2[CH:35]=[CH:34][C:33]([OH:36])=[CH:32][CH:31]=2)[C:18]1=[O:37])[CH3:16].[H-].[Na+]. Product: [CH2:15]([N:17]1[C:25]2[C:20](=[N:21][CH:22]=[CH:23][C:24]=2[C:26]([F:27])([F:29])[F:28])[N:19]([C:30]2[CH:35]=[CH:34][C:33]([O:36][C:3]3[N:2]([CH3:1])[C:6]4=[N:7][CH:8]=[CH:9][CH:10]=[C:5]4[N:4]=3)=[CH:32][CH:31]=2)[C:18]1=[O:37])[CH3:16]. The catalyst class is: 6.